Task: Predict the reactants needed to synthesize the given product.. Dataset: Full USPTO retrosynthesis dataset with 1.9M reactions from patents (1976-2016) Given the product [F:19][C:2]([F:1])([F:18])[C:3]1[CH:4]=[C:5]([CH:13]([CH3:17])[C:14]([NH:33][C:30]2[CH:29]=[CH:28][C:27]([C:25]3[CH:24]=[CH:23][N:22]=[C:21]([CH3:20])[CH:26]=3)=[CH:32][CH:31]=2)=[O:16])[CH:6]=[C:7]([C:9]([F:12])([F:10])[F:11])[CH:8]=1, predict the reactants needed to synthesize it. The reactants are: [F:1][C:2]([F:19])([F:18])[C:3]1[CH:4]=[C:5]([CH:13]([CH3:17])[C:14]([OH:16])=O)[CH:6]=[C:7]([C:9]([F:12])([F:11])[F:10])[CH:8]=1.[CH3:20][C:21]1[CH:26]=[C:25]([C:27]2[CH:32]=[CH:31][C:30]([NH2:33])=[CH:29][CH:28]=2)[CH:24]=[CH:23][N:22]=1.C1C=CC2N(O)N=NC=2C=1.C(Cl)CCl.